This data is from Full USPTO retrosynthesis dataset with 1.9M reactions from patents (1976-2016). The task is: Predict the reactants needed to synthesize the given product. (1) Given the product [ClH:25].[Cl:25][C:1]([C:4]1[C:12]2[C:7](=[CH:8][CH:9]=[CH:10][CH:11]=2)[N:6]([C:13]2[CH:14]=[N:15][C:16]3[C:21]([CH:22]=2)=[CH:20][CH:19]=[CH:18][CH:17]=3)[CH:5]=1)=[O:2], predict the reactants needed to synthesize it. The reactants are: [C:1]([C:4]1[C:12]2[C:7](=[CH:8][CH:9]=[CH:10][CH:11]=2)[N:6]([C:13]2[CH:14]=[N:15][C:16]3[C:21]([CH:22]=2)=[CH:20][CH:19]=[CH:18][CH:17]=3)[CH:5]=1)(O)=[O:2].S(Cl)([Cl:25])=O. (2) Given the product [CH3:2][C:1]1[S:3][C:22]2[C:5]([N:4]=1)=[CH:6][C:7]1[CH2:13][CH2:12][N:11]([C:14]([O:16][C:17]([CH3:18])([CH3:20])[CH3:19])=[O:15])[CH2:10][CH2:9][C:8]=1[CH:21]=2, predict the reactants needed to synthesize it. The reactants are: [C:1]([NH:4][C:5]1[CH:22]=[CH:21][C:8]2[CH2:9][CH2:10][N:11]([C:14]([O:16][C:17]([CH3:20])([CH3:19])[CH3:18])=[O:15])[CH2:12][CH2:13][C:7]=2[CH:6]=1)(=[S:3])[CH3:2].[OH-].[Na+].